From a dataset of Full USPTO retrosynthesis dataset with 1.9M reactions from patents (1976-2016). Predict the reactants needed to synthesize the given product. (1) Given the product [N:10]1([C:2]2[CH:9]=[CH:8][C:5]([CH:6]=[O:7])=[CH:4][CH:3]=2)[CH2:14][CH2:13][CH2:12][CH2:11]1, predict the reactants needed to synthesize it. The reactants are: F[C:2]1[CH:9]=[CH:8][C:5]([CH:6]=[O:7])=[CH:4][CH:3]=1.[NH:10]1[CH2:14][CH2:13][CH2:12][CH2:11]1.C([O-])([O-])=O.[K+].[K+].CN(C=O)C. (2) Given the product [Cl:57][C:54]1[S:53][C:52]([NH:51][C:36](=[O:38])[C@@H:35]([N:39]2[CH2:47][C:46]3[C:41](=[CH:42][CH:43]=[CH:44][C:45]=3[Cl:48])[C:40]2=[O:49])[CH2:34][CH:28]2[CH2:29][CH2:30][CH2:31][CH2:32][CH2:33]2)=[N:56][CH:55]=1, predict the reactants needed to synthesize it. The reactants are: F[P-](F)(F)(F)(F)F.N1(O[P+](N(C)C)(N(C)C)N(C)C)C2C=CC=CC=2N=N1.[CH:28]1([CH2:34][C@H:35]([N:39]2[CH2:47][C:46]3[C:41](=[CH:42][CH:43]=[CH:44][C:45]=3[Cl:48])[C:40]2=[O:49])[C:36]([OH:38])=O)[CH2:33][CH2:32][CH2:31][CH2:30][CH2:29]1.Cl.[NH2:51][C:52]1[S:53][C:54]([Cl:57])=[CH:55][N:56]=1.C1(C[C@H](N2CC3C(=CC=CC=3)C2=O)C(NC2SC=CN=2)=O)CCCCC1. (3) The reactants are: [OH:1][CH2:2][CH2:3][CH2:4][CH2:5][NH:6][S:7]([C:10]1[CH:15]=[CH:14][C:13](Br)=[CH:12][C:11]=1[O:17][C:18]([F:21])([F:20])[F:19])(=[O:9])=[O:8].[F:22][C:23]1[CH:28]=[C:27]([F:29])[CH:26]=[CH:25][C:24]=1B(O)O. Given the product [OH:1][CH2:2][CH2:3][CH2:4][CH2:5][NH:6][S:7]([C:10]1[CH:15]=[CH:14][C:13]([C:26]2[CH:25]=[CH:24][C:23]([F:22])=[CH:28][C:27]=2[F:29])=[CH:12][C:11]=1[O:17][C:18]([F:21])([F:20])[F:19])(=[O:9])=[O:8], predict the reactants needed to synthesize it.